From a dataset of Peptide-MHC class II binding affinity with 134,281 pairs from IEDB. Regression. Given a peptide amino acid sequence and an MHC pseudo amino acid sequence, predict their binding affinity value. This is MHC class II binding data. (1) The peptide sequence is GVMYNLWKMKTGRRG. The MHC is HLA-DQA10501-DQB10303 with pseudo-sequence HLA-DQA10501-DQB10303. The binding affinity (normalized) is 0. (2) The peptide sequence is KRVSNVIIHGLHLYG. The MHC is DRB4_0101 with pseudo-sequence DRB4_0103. The binding affinity (normalized) is 0.291. (3) The peptide sequence is YDKFLANVSTQLTGK. The MHC is DRB1_0701 with pseudo-sequence DRB1_0701. The binding affinity (normalized) is 0.795. (4) The peptide sequence is GMTGCGNTPIFKSGR. The MHC is DRB5_0101 with pseudo-sequence DRB5_0101. The binding affinity (normalized) is 0.